This data is from Drug-target binding data from BindingDB using IC50 measurements. The task is: Regression. Given a target protein amino acid sequence and a drug SMILES string, predict the binding affinity score between them. We predict pIC50 (pIC50 = -log10(IC50 in M); higher means more potent). Dataset: bindingdb_ic50. (1) The small molecule is O=C(CCc1ccccc1)N[C@@H](Cc1ccccc1)C(=O)NC(CCS)C(=O)OCc1ccccc1. The target protein (P14925) has sequence MAGRARSGLLLLLLGLLALQSSCLAFRSPLSVFKRFKETTRSFSNECLGTIGPVTPLDASDFALDIRMPGVTPKESDTYFCMSMRLPVDEEAFVIDFKPRASMDTVHHMLLFGCNMPSSTGSYWFCDEGTCTDKANILYAWARNAPPTRLPKGVGFRVGGETGSKYFVLQVHYGDISAFRDNHKDCSGVSVHLTRVPQPLIAGMYLMMSVDTVIPPGEKVVNADISCQYKMYPMHVFAYRVHTHHLGKVVSGYRVRNGQWTLIGRQNPQLPQAFYPVEHPVDVTFGDILAARCVFTGEGRTEATHIGGTSSDEMCNLYIMYYMEAKYALSFMTCTKNVAPDMFRTIPAEANIPIPVKPDMVMMHGHHKEAENKEKSALMQQPKQGEEEVLEQGDFYSLLSKLLGEREDVHVHKYNPTEKTESGSDLVAEIANVVQKKDLGRSDAREGAEHEEWGNAILVRDRIHRFHQLESTLRPAESRAFSFQQPGEGPWEPEPSGDFH.... The pIC50 is 5.0. (2) The pIC50 is 7.4. The compound is CC1(C)CC(=O)C(C(=O)c2ccc([N+](=O)[O-])cc2Cl)C(=O)C1. The target protein (P32755) has sequence MTTYSNKGPKPERGRFLHFHSVTFWVGNAKQAASFYCNKMGFEPLAYKGLETGSREVVSHVIKQGKIVFVLCSALNPWNKEMGDHLVKHGDGVKDIAFEVEDCEHIVQKARERGAKIVREPWVEEDKFGKVKFAVLQTYGDTTHTLVEKINYTGRFLPGFEAPTYKDTLLPKLPSCNLEIIDHIVGNQPDQEMESASEWYLKNLQFHRFWSVDDTQVHTEYSSLRSIVVANYEESIKMPINEPAPGRKKSQIQEYVDYNGGAGVQHIALRTEDIITTIRHLRERGMEFLAVPSSYYRLLRENLKTSKIQVKENMDVLEELKILVDYDEKGYLLQIFTKPMQDRPTLFLEVIQRHNHQGFGAGNFNSLFKAFEEEQALRGNLTDLETNGVRSGM. (3) The target protein (P30679) has sequence MARSLTWRCCPWCLTEDEKAAARVDQEINRILLEQKKQDRGELKLLLLGPGESGKSTFIKQMRIIHGAGYSEEERKGFRPLVYQNIFVSMRAMIEAMERLQIPFSRPESKHHASLVMSQDPYKVTTFEKRYAAAMQWLWRDAGIRAYYERRREFHLLDSAVYYLSHLERITEEGYVPTAQDVLRSRMPTTGINEYCFSVQKTNLRIVDVGGQKSERKKWIHCFENVIALIYLASLSEYDQCLEENNQENRMKESLALFGTILELPWFKSTSVILFLNKTDILEEKIPTSHLATYFPSFQGPKQDAEAAKRFILDMYTRMYTGCVDGPEGSKKGARSRRLFSHYTCATDTQNIRKVFKDVRDSVLARYLDEINLL. The pIC50 is 4.5. The small molecule is O=C(O)C1CCCCC1C(=O)NCCc1ccc(F)cc1. (4) The small molecule is CCS(=O)(=O)c1ccc(-c2cc(C(F)(F)F)ccc2OCC(=O)O)c(C)c1. The target protein sequence is MANATLKPLCPVLKDMSLLGSHSNSSLRYMDHISVLLHGLAALLGLVENGLIVFVVGCRMRQTVVTTWALHLALSDLLASAALPFFTYFLAVGHSWELGTAFCKLHSSVFFLNMFASGFLLSAISLDRCVRVVHPVWAQNHRSVSVARRVCAVLWALALLNTVPYFVFRDTILRRDGRTMCYYNVLLLAPAGDHNATCGTRQMALALSKFLLAFALPLGIIAASHAVVSARLQRRPQGGVRPGRFVRLVAAVVAAFALCWGPYHAFSLIEARAHAVPSLRPLAWRALPFVSSLAFINSVVNPLLYVLTCPDVGRKLRRSLRAVLESVLVDDGELGSRYRRRGGSSSPAVASASSSLSLAPATHQACSLLRWLRGSRGTGSDDAPSSASGQG. The pIC50 is 7.2.